From a dataset of Catalyst prediction with 721,799 reactions and 888 catalyst types from USPTO. Predict which catalyst facilitates the given reaction. (1) Reactant: Br[C:2]1[CH:19]=[C:18]2[C:5]([CH2:6][C:7]3([C:11]42[N:15]=[C:14]([NH2:16])[C:13]([CH3:17])=[N:12]4)[CH2:10][CH2:9][CH2:8]3)=[CH:4][CH:3]=1.[CH3:20][C:21]([CH3:25])([CH3:24])[C:22]#[CH:23].C(N(CC)CC)C. Product: [CH3:20][C:21]([CH3:25])([CH3:24])[C:22]#[C:23][C:2]1[CH:19]=[C:18]2[C:5]([CH2:6][C:7]3([C:11]42[N:15]=[C:14]([NH2:16])[C:13]([CH3:17])=[N:12]4)[CH2:10][CH2:9][CH2:8]3)=[CH:4][CH:3]=1. The catalyst class is: 128. (2) Reactant: [CH2:1]([O:8][C:9]1[CH:14]=[C:13]([CH:15]([CH3:17])[CH3:16])[CH:12]=[CH:11][C:10]=1[CH2:18][CH2:19][NH:20]C(=O)OC(C)(C)C)[C:2]1[CH:7]=[CH:6][CH:5]=[CH:4][CH:3]=1.C(O)C.[ClH:31]. Product: [ClH:31].[CH2:1]([O:8][C:9]1[CH:14]=[C:13]([CH:15]([CH3:17])[CH3:16])[CH:12]=[CH:11][C:10]=1[CH2:18][CH2:19][NH2:20])[C:2]1[CH:3]=[CH:4][CH:5]=[CH:6][CH:7]=1. The catalyst class is: 8. (3) Reactant: [CH3:1][S:2]([OH:5])(=[O:4])=[O:3].[CH3:6]/[C:7](/[CH:15]=[C:16]1/[C:17]([N:19]([CH2:23][C:24]([OH:26])=[O:25])[C:20]([S:22]/1)=[S:21])=[O:18])=[CH:8]\[C:9]1[CH:10]=[CH:11][CH:12]=[CH:13][CH:14]=1.Cl.[C:28](=[O:30])=O.C/[C:32](/[CH:40]=[C:41]1/[C:42]([N:44]([CH2:48][C:49](O)=O)[C:45](S/1)=S)=O)=C\C1C=CC=CC=1. Product: [CH3:6]/[C:7](/[CH:15]=[C:16]1/[C:17]([N:19]([CH2:23][C:24]([OH:26])=[O:25])[C:20]([S:22]/1)=[S:21])=[O:18])=[CH:8]\[C:9]1[CH:10]=[CH:11][CH:12]=[CH:13][CH:14]=1.[CH3:7][CH2:8][C:9]1[CH:14]=[CH:13][C:12]([C:28]([CH:49]([CH2:48][N:44]2[CH2:45][CH2:32][CH2:40][CH2:41][CH2:42]2)[CH3:1])=[O:30])=[CH:11][CH:10]=1.[S:2]([O-:5])(=[O:4])(=[O:3])[CH3:1]. The catalyst class is: 27. (4) Reactant: [CH:1]1([N:4]2[C:13]3[C:8](=[CH:9][CH:10]=[CH:11][CH:12]=3)[N:7]([C:14]([C:16]3[CH:17]=[N:18][CH:19]=[CH:20][C:21]=3[O:22][C:23]3[CH:28]=[C:27]([Cl:29])[C:26]([OH:30])=[CH:25][C:24]=3[Cl:31])=[O:15])[CH2:6][CH2:5]2)[CH2:3][CH2:2]1.[H-].[Na+].Br[CH2:35][C:36]([O:38][CH2:39][CH3:40])=[O:37]. Product: [CH2:39]([O:38][C:36](=[O:37])[CH2:35][O:30][C:26]1[CH:25]=[C:24]([Cl:31])[C:23]([O:22][C:21]2[CH:20]=[CH:19][N:18]=[CH:17][C:16]=2[C:14]([N:7]2[C:8]3[C:13](=[CH:12][CH:11]=[CH:10][CH:9]=3)[N:4]([CH:1]3[CH2:2][CH2:3]3)[CH2:5][CH2:6]2)=[O:15])=[CH:28][C:27]=1[Cl:29])[CH3:40]. The catalyst class is: 9.